From a dataset of Full USPTO retrosynthesis dataset with 1.9M reactions from patents (1976-2016). Predict the reactants needed to synthesize the given product. (1) The reactants are: [CH3:1][O:2][CH2:3][C:4]([OH:6])=O.CCN=C=NCCCN(C)C.C1C=CC2N(O)N=NC=2C=1.[NH2:28][C:29]1[CH:30]=[C:31]([C:35]2[CH:40]=[CH:39][N:38]=[C:37]([NH:41][CH2:42][CH2:43][C:44]3[CH:49]=[CH:48][C:47]([O:50][CH3:51])=[C:46]([O:52][CH3:53])[CH:45]=3)[N:36]=2)[CH:32]=[CH:33][CH:34]=1. Given the product [CH3:53][O:52][C:46]1[CH:45]=[C:44]([CH2:43][CH2:42][NH:41][C:37]2[N:36]=[C:35]([C:31]3[CH:30]=[C:29]([NH:28][C:4](=[O:6])[CH2:3][O:2][CH3:1])[CH:34]=[CH:33][CH:32]=3)[CH:40]=[CH:39][N:38]=2)[CH:49]=[CH:48][C:47]=1[O:50][CH3:51], predict the reactants needed to synthesize it. (2) Given the product [C:1]([C:3]1[CH:8]=[CH:7][C:6]([CH2:9][O:10][C:12]2[CH:19]=[CH:18][C:17]([N+:20]([O-:22])=[O:21])=[CH:16][C:13]=2[CH:14]=[O:15])=[CH:5][CH:4]=1)#[CH:2], predict the reactants needed to synthesize it. The reactants are: [C:1]([C:3]1[CH:8]=[CH:7][C:6]([CH2:9][OH:10])=[CH:5][CH:4]=1)#[CH:2].O[C:12]1[CH:19]=[CH:18][C:17]([N+:20]([O-:22])=[O:21])=[CH:16][C:13]=1[CH:14]=[O:15].C(=O)([O-])[O-].[K+].[K+].O. (3) Given the product [O:1]=[C:2]1[CH2:7][N:6]([C:8]2[CH:13]=[CH:12][CH:11]=[C:10]([O:14][C:15]([F:18])([F:16])[F:17])[CH:9]=2)[CH2:5][CH2:4][N:3]1[CH2:19][C:20]([OH:22])=[O:21], predict the reactants needed to synthesize it. The reactants are: [O:1]=[C:2]1[CH2:7][N:6]([C:8]2[CH:13]=[CH:12][CH:11]=[C:10]([O:14][C:15]([F:18])([F:17])[F:16])[CH:9]=2)[CH2:5][CH2:4][N:3]1[CH2:19][C:20]([O:22]C)=[O:21].[Li+].[OH-]. (4) Given the product [Cl:30][C:27]1[CH:26]=[CH:25][C:24]([N:16]2[C:15]([NH:5][CH2:1][CH2:2][O:32][CH3:31])=[C:23]3[C:18]([CH:19]=[CH:20][CH:21]=[CH:22]3)=[N:17]2)=[CH:29][CH:28]=1, predict the reactants needed to synthesize it. The reactants are: [CH2:1]([N:5]([C:15]1[N:16]([C:24]2[CH:29]=[CH:28][C:27]([Cl:30])=[CH:26][CH:25]=2)[N:17]=[C:18]2[C:23]=1[CH:22]=[CH:21][CH:20]=[CH:19]2)C(NC1CCCCC1)=O)[CH2:2]CC.[CH3:31][O:32]CCN. (5) The reactants are: [N:1]1[CH:6]=[CH:5][CH:4]=[C:3]([N:7]2[CH:11]=[C:10]([C:12]3[N:17]=[C:16]([NH2:18])[CH:15]=[CH:14][CH:13]=3)[CH:9]=[N:8]2)[CH:2]=1.CN1CCOCC1.[CH3:26][S:27](Cl)(=[O:29])=[O:28]. Given the product [N:1]1[CH:6]=[CH:5][CH:4]=[C:3]([N:7]2[CH:11]=[C:10]([C:12]3[N:17]=[C:16]([NH:18][S:27]([CH3:26])(=[O:29])=[O:28])[CH:15]=[CH:14][CH:13]=3)[CH:9]=[N:8]2)[CH:2]=1, predict the reactants needed to synthesize it.